From a dataset of Full USPTO retrosynthesis dataset with 1.9M reactions from patents (1976-2016). Predict the reactants needed to synthesize the given product. (1) The reactants are: [Cl:1][C:2]1[CH:7]=[CH:6][CH:5]=[CH:4][C:3]=1[C:8]1[C:9]([CH2:27][C:28]([OH:30])=O)=[C:10]([C:13]2[CH:18]=[CH:17][C:16]([C:19]([NH:21][CH:22]([CH2:25][CH3:26])[CH2:23][CH3:24])=[O:20])=[CH:15][CH:14]=2)[S:11][CH:12]=1.Cl.[N:32]1([C:37]([NH2:39])=[NH:38])[CH:36]=[CH:35][CH:34]=[N:33]1.C(N(C(C)C)CC)(C)C. Given the product [Cl:1][C:2]1[CH:7]=[CH:6][CH:5]=[CH:4][C:3]=1[C:8]1[C:9]([CH2:27][C:28](=[O:30])[NH:39][C:37](=[NH:38])[N:32]2[CH:36]=[CH:35][CH:34]=[N:33]2)=[C:10]([C:13]2[CH:18]=[CH:17][C:16]([C:19]([NH:21][CH:22]([CH2:25][CH3:26])[CH2:23][CH3:24])=[O:20])=[CH:15][CH:14]=2)[S:11][CH:12]=1, predict the reactants needed to synthesize it. (2) The reactants are: [CH2:1]([C:3]1[CH:13]=[CH:12][C:6]([C:7]([N:9]([CH3:11])[CH3:10])=[O:8])=[CH:5][C:4]=1[NH:14][C:15]1[N:20]=[CH:19][C:18]2[N:21]=[CH:22][N:23]([CH3:24])[C:17]=2[CH:16]=1)[CH3:2].[H-].[Na+].I[CH3:28]. Given the product [CH2:1]([C:3]1[CH:13]=[CH:12][C:6]([C:7]([N:9]([CH3:11])[CH3:10])=[O:8])=[CH:5][C:4]=1[N:14]([CH3:28])[C:15]1[N:20]=[CH:19][C:18]2[N:21]=[CH:22][N:23]([CH3:24])[C:17]=2[CH:16]=1)[CH3:2], predict the reactants needed to synthesize it. (3) Given the product [Br:1][C:2]1[CH:3]=[C:4]([CH:8]2[CH2:17][C:16]([CH3:18])([CH3:19])[C:15]3[C:10](=[CH:11][CH:12]=[C:13]([C:20]#[N:21])[CH:14]=3)[N:9]2[CH3:25])[CH:5]=[CH:6][CH:7]=1, predict the reactants needed to synthesize it. The reactants are: [Br:1][C:2]1[CH:3]=[C:4]([CH:8]2[CH2:17][C:16]([CH3:19])([CH3:18])[C:15]3[C:10](=[CH:11][CH:12]=[C:13]([C:20]#[N:21])[CH:14]=3)[NH:9]2)[CH:5]=[CH:6][CH:7]=1.[H-].[Na+].I[CH3:25]. (4) Given the product [CH3:20][C:21]1[N:22]=[C:23]([CH3:41])[N:24]2[C:29]=1[C:28]([O:13][C:5]1[CH:6]=[C:7]([O:11][CH3:12])[C:8]([O:9][CH3:10])=[C:3]([O:2][CH3:1])[CH:4]=1)=[N:27][C:26]([C:35]1[CH:40]=[CH:39][CH:38]=[CH:37][N:36]=1)=[N:25]2, predict the reactants needed to synthesize it. The reactants are: [CH3:1][O:2][C:3]1[CH:4]=[C:5]([OH:13])[CH:6]=[C:7]([O:11][CH3:12])[C:8]=1[O:9][CH3:10].CC(C)([O-])C.[K+].[CH3:20][C:21]1[N:22]=[C:23]([CH3:41])[N:24]2[C:29]=1[C:28](N1C=NC=N1)=[N:27][C:26]([C:35]1[CH:40]=[CH:39][CH:38]=[CH:37][N:36]=1)=[N:25]2.C(=O)([O-])O.[Na+]. (5) Given the product [Cl:9][C:10]1[CH:11]=[CH:12][C:13]2[N:19]3[CH:20]=[CH:21][CH:22]=[C:18]3[C@@H:17]([CH2:23][C:24]([N:26]3[CH2:31][CH2:30][CH:29]([CH2:32][C:33]([OH:35])=[O:34])[CH2:28][CH2:27]3)=[O:25])[S:16][C@H:15]([C:38]3[CH:43]=[CH:42][CH:41]=[C:40]([O:44][CH3:45])[C:39]=3[O:46][CH3:47])[C:14]=2[CH:48]=1, predict the reactants needed to synthesize it. The reactants are: O1CCCC1CO.O.[Cl:9][C:10]1[CH:11]=[CH:12][C:13]2[N:19]3[CH:20]=[CH:21][CH:22]=[C:18]3[C@@H:17]([CH2:23][C:24]([N:26]3[CH2:31][CH2:30][CH:29]([CH2:32][C:33]([O:35]CC)=[O:34])[CH2:28][CH2:27]3)=[O:25])[S:16][C@H:15]([C:38]3[CH:43]=[CH:42][CH:41]=[C:40]([O:44][CH3:45])[C:39]=3[O:46][CH3:47])[C:14]=2[CH:48]=1.C(=O)([O-])[O-].[K+].[K+]. (6) Given the product [CH3:27][NH:29][C:4](=[O:6])[CH2:3][N:2]([CH3:1])[C:7]1[C:15]2[C:10](=[CH:11][CH:12]=[C:13]([N+:16]([O-:18])=[O:17])[CH:14]=2)[NH:9][N:8]=1, predict the reactants needed to synthesize it. The reactants are: [CH3:1][N:2]([C:7]1[C:15]2[C:10](=[CH:11][CH:12]=[C:13]([N+:16]([O-:18])=[O:17])[CH:14]=2)[NH:9][N:8]=1)[CH2:3][C:4]([OH:6])=O.C(Cl)CCl.C1C=CC2N(O)N=[N:29][C:27]=2C=1.CCN(CC)CC.CN. (7) Given the product [CH2:1]1[CH2:6][C@@H:5]([C:7]([OH:9])=[O:8])[NH:4][CH2:3][CH2:2]1.[ClH:10], predict the reactants needed to synthesize it. The reactants are: [CH2:1]1[CH2:6][C@@H:5]([C:7]([OH:9])=[O:8])[NH:4][CH2:3][CH2:2]1.[ClH:10]. (8) Given the product [N+:1]([C:4]1[CH:5]=[C:6]([C:11]2[O:12][C:13]3[CH:19]=[CH:18][C:17]([Cl:20])=[CH:16][C:14]=3[N:15]=2)[C:7]([NH:24][CH2:21][CH2:22][CH3:23])=[CH:8][CH:9]=1)([O-:3])=[O:2], predict the reactants needed to synthesize it. The reactants are: [N+:1]([C:4]1[CH:5]=[C:6]([C:11]2[O:12][C:13]3[CH:19]=[CH:18][C:17]([Cl:20])=[CH:16][C:14]=3[N:15]=2)[C:7](F)=[CH:8][CH:9]=1)([O-:3])=[O:2].[CH2:21]([NH2:24])[CH2:22][CH3:23].